From a dataset of Catalyst prediction with 721,799 reactions and 888 catalyst types from USPTO. Predict which catalyst facilitates the given reaction. (1) Reactant: [OH:1][C:2]1[C:7]([NH:8]/[N:9]=[C:10]2\[C:11]([CH3:26])=[N:12][N:13]([C:17]3[CH:18]=[C:19]4[C:23](=[CH:24][CH:25]=3)[CH2:22][CH2:21][CH2:20]4)[C:14]\2=[C:15]=[O:16])=[CH:6][CH:5]=[CH:4][C:3]=1[C:27]1[CH:32]=[CH:31][CH:30]=[C:29]([C:33]([OH:35])=[O:34])[CH:28]=1.[CH2:36]([CH2:38][NH2:39])[OH:37].[CH2:40]([CH2:42][NH2:43])[OH:41].[OH:44][C:45]1[C:50]([NH:51]/[N:52]=[C:53]2/[C:54]([CH3:68])=[N:55][N:56]([C:59]3[CH:60]=[C:61]4[C:65](=[CH:66][CH:67]=3)[CH2:64][CH2:63][CH2:62]4)[C:57]/2=[O:58])=[CH:49][CH:48]=[CH:47][C:46]=1[C:69]1[CH:74]=[CH:73][CH:72]=[C:71]([C:75]([OH:77])=[O:76])[CH:70]=1. Product: [CH2:2]([CH2:7][NH2:8])[OH:1].[CH2:36]([CH2:38][NH2:39])[OH:37].[OH:44][C:45]1[C:50]([NH:51]/[N:52]=[C:53]2/[C:54]([CH3:68])=[N:55][N:56]([C:59]3[CH:60]=[C:61]4[C:65](=[CH:66][CH:67]=3)[CH2:64][CH2:63][CH2:62]4)[C:57]/2=[O:58])=[CH:49][CH:48]=[CH:47][C:46]=1[C:69]1[CH:74]=[CH:73][CH:72]=[C:71]([C:75]([OH:77])=[O:76])[CH:70]=1.[CH2:40]([CH2:42][NH2:43])[OH:41].[CH2:2]([CH2:7][NH2:8])[OH:1].[OH:1][C:2]1[C:7]([NH:8]/[N:9]=[C:10]2\[C:11]([CH3:26])=[N:12][N:13]([C:17]3[CH:18]=[C:19]4[C:23](=[CH:24][CH:25]=3)[CH2:22][CH2:21][CH2:20]4)[C:14]\2=[C:15]=[O:16])=[CH:6][CH:5]=[CH:4][C:3]=1[C:27]1[CH:32]=[CH:31][CH:30]=[C:29]([C:33]([OH:35])=[O:34])[CH:28]=1. The catalyst class is: 7. (2) Reactant: [CH3:1][C:2]1([CH3:40])[O:7][C:6]2[CH:8]=[CH:9][C:10]([C@H:12]3[O:16]C(=O)[N:14]([CH2:18][CH2:19][CH2:20][CH2:21][CH2:22][CH2:23][O:24][CH2:25][CH2:26][CH2:27][CH2:28][C:29]4[CH:30]=[C:31]([NH:36][C:37]([NH2:39])=[O:38])[CH:32]=[C:33]([CH3:35])[CH:34]=4)[CH2:13]3)=[CH:11][C:5]=2[CH2:4][O:3]1.C[Si](C)(C)[O-].[K+]. Product: [CH3:1][C:2]1([CH3:40])[O:7][C:6]2[CH:8]=[CH:9][C:10]([C@@H:12]([OH:16])[CH2:13][NH:14][CH2:18][CH2:19][CH2:20][CH2:21][CH2:22][CH2:23][O:24][CH2:25][CH2:26][CH2:27][CH2:28][C:29]3[CH:30]=[C:31]([NH:36][C:37]([NH2:39])=[O:38])[CH:32]=[C:33]([CH3:35])[CH:34]=3)=[CH:11][C:5]=2[CH2:4][O:3]1. The catalyst class is: 20. (3) Reactant: [C:1]([O:5][C:6](=[O:35])[NH:7][C:8]1([C:12]2[CH:17]=[CH:16][C:15]([C:18]3[C:27]([C:28]4[CH:33]=[CH:32][CH:31]=[CH:30][CH:29]=4)=[CH:26][C:25]4[C:24](=O)[CH2:23][CH2:22][CH2:21][C:20]=4[N:19]=3)=[CH:14][CH:13]=2)[CH2:11][CH2:10][CH2:9]1)([CH3:4])([CH3:3])[CH3:2].Cl.[CH3:37][O:38][NH2:39].N1C=CC=CC=1. Product: [C:1]([O:5][C:6](=[O:35])[NH:7][C:8]1([C:12]2[CH:17]=[CH:16][C:15]([C:18]3[C:27]([C:28]4[CH:29]=[CH:30][CH:31]=[CH:32][CH:33]=4)=[CH:26][C:25]4[C:24](=[N:39][O:38][CH3:37])[CH2:23][CH2:22][CH2:21][C:20]=4[N:19]=3)=[CH:14][CH:13]=2)[CH2:9][CH2:10][CH2:11]1)([CH3:4])([CH3:2])[CH3:3]. The catalyst class is: 8. (4) Reactant: [CH3:1][C:2]([NH2:6])([CH2:4][CH3:5])[CH3:3].[Br:7][C:8]1[CH:13]=[CH:12][CH:11]=[CH:10][C:9]=1[S:14](Cl)(=[O:16])=[O:15]. Product: [Br:7][C:8]1[CH:13]=[CH:12][CH:11]=[CH:10][C:9]=1[S:14]([NH:6][C:2]([CH3:3])([CH3:1])[CH2:4][CH3:5])(=[O:16])=[O:15]. The catalyst class is: 4.